This data is from Full USPTO retrosynthesis dataset with 1.9M reactions from patents (1976-2016). The task is: Predict the reactants needed to synthesize the given product. (1) Given the product [CH3:8][Si:9]([CH3:11])([CH3:10])[C:12]#[C:13][C:2]1[CH:3]=[C:4]([CH3:7])[S:5][CH:6]=1, predict the reactants needed to synthesize it. The reactants are: Br[C:2]1[CH:3]=[C:4]([CH3:7])[S:5][CH:6]=1.[CH3:8][Si:9]([C:12]#[CH:13])([CH3:11])[CH3:10].C(N(CC)CC)C. (2) Given the product [NH2:50][CH2:49][C:47]1[CH:46]=[C:12]([CH:11]=[C:10]([CH2:9][NH2:8])[CH:48]=1)[C:13]([NH:15][C@H:16]1[CH2:17][C:18]2[CH:30]=[CH:29][CH:28]=[C:20]([C:21]([OH:23])=[O:22])[C:19]=2[O:34][B:33]1[OH:41])=[O:14], predict the reactants needed to synthesize it. The reactants are: C(OC([NH:8][CH2:9][C:10]1[CH:11]=[C:12]([CH:46]=[C:47]([CH2:49][NH:50]C(OC(C)(C)C)=O)[CH:48]=1)[C:13]([NH:15][C@H:16]([B:33]1[O:41]C2C(C)(C3CC(C2)C3(C)C)[O:34]1)[CH2:17][C:18]1[C:19](OC)=[C:20]([CH:28]=[CH:29][CH:30]=1)[C:21]([O:23]C(C)(C)C)=[O:22])=[O:14])=O)(C)(C)C.B(Cl)(Cl)Cl. (3) Given the product [CH2:6]([NH:9][C:10](=[O:11])[O:8][CH2:1][C:2]1[CH:3]=[CH:4][CH:5]=[CH:6][CH:7]=1)[CH2:7][CH2:2][CH2:3][CH2:4][CH2:5][NH:9][C:10](=[O:11])[O:8][CH2:1][C:2]1[CH:7]=[CH:6][CH:5]=[CH:4][CH:3]=1, predict the reactants needed to synthesize it. The reactants are: [CH2:1]([OH:8])[C:2]1[CH:7]=[CH:6][CH:5]=[CH:4][CH:3]=1.[N-:9]=[C:10]=[O:11].[Sn]. (4) Given the product [Br:18][CH2:16][C:10]1[C:11]([CH3:15])=[CH:12][C:13](=[O:14])[N:8]([C:5]2[CH:6]=[CH:7][C:2]([F:1])=[CH:3][CH:4]=2)[N:9]=1, predict the reactants needed to synthesize it. The reactants are: [F:1][C:2]1[CH:7]=[CH:6][C:5]([N:8]2[C:13](=[O:14])[CH:12]=[C:11]([CH3:15])[C:10]([CH2:16]O)=[N:9]2)=[CH:4][CH:3]=1.[BrH:18]. (5) The reactants are: [CH2:1]([O:8][C:9]1[CH:14]=[CH:13][C:12]([C:15](=[O:31])[CH2:16][C:17]2[CH:29]=[CH:28][CH:27]=[C:26]([Cl:30])[C:18]=2[C:19](N(CC)CC)=[O:20])=[CH:11][CH:10]=1)[C:2]1[CH:7]=[CH:6][CH:5]=[CH:4][CH:3]=1. Given the product [CH2:1]([O:8][C:9]1[CH:10]=[CH:11][C:12]([C:15]2[O:31][C:19](=[O:20])[C:18]3[C:17]([CH:16]=2)=[CH:29][CH:28]=[CH:27][C:26]=3[Cl:30])=[CH:13][CH:14]=1)[C:2]1[CH:3]=[CH:4][CH:5]=[CH:6][CH:7]=1, predict the reactants needed to synthesize it.